This data is from Full USPTO retrosynthesis dataset with 1.9M reactions from patents (1976-2016). The task is: Predict the reactants needed to synthesize the given product. (1) Given the product [ClH:63].[F:26][CH:27]1[CH2:31][CH2:30][N:29]([C:32]2[C:37]([C:38]3[CH:39]=[CH:40][C:41]4[C:42]5[NH:56][N:55]=[CH:54][C:43]=5[C:44](=[O:53])[N:45]([CH2:48][C:49]([F:52])([F:51])[F:50])[C:46]=4[CH:47]=3)=[CH:36][CH:35]=[CH:34][N:33]=2)[CH2:28]1, predict the reactants needed to synthesize it. The reactants are: O1CCCCC1N1C2C3C=CC=CC=3N(CC(F)(F)F)C(=O)C=2C=N1.[F:26][CH:27]1[CH2:31][CH2:30][N:29]([C:32]2[C:37]([C:38]3[CH:39]=[CH:40][C:41]4[C:42]5[NH:56][N:55](C6CCCCO6)[CH2:54][C:43]=5[C:44](=[O:53])[N:45]([CH2:48][C:49]([F:52])([F:51])[F:50])[C:46]=4[CH:47]=3)=[CH:36][CH:35]=[CH:34][N:33]=2)[CH2:28]1.[ClH:63]. (2) Given the product [C:6]1([C:24]2[CH:25]=[CH:26][CH:27]=[CH:28][CH:29]=2)[CH:7]=[CH:8][C:3]([N:36]([C:33]2[CH:32]=[CH:31][C:30]([C:64]3[CH:69]=[CH:68][CH:67]=[CH:66][CH:65]=3)=[CH:35][CH:34]=2)[C:52]2[CH:57]=[CH:56][C:55]([C:2]3[C:10]4[CH:11]=[C:12]5[C:20]([C:21]([CH3:23])([CH3:22])[C:9]=4[C:8]4[C:3]=3[CH:4]=[CH:5][CH:6]([C:24]3[CH:29]=[CH:28][CH:27]=[CH:26][CH:25]=3)[CH:7]=4)=[C:19]3[C:14]([CH:15]=[CH:16][CH:17]=[CH:18]3)=[N:13]5)=[CH:54][CH:53]=2)=[CH:4][CH:5]=1, predict the reactants needed to synthesize it. The reactants are: Br[C:2]1[C:10]2[CH:11]=[C:12]3[C:20]([C:21]([CH3:23])([CH3:22])[C:9]=2[C:8]2[C:3]=1[CH:4]=[CH:5][CH:6]([C:24]1[CH:29]=[CH:28][CH:27]=[CH:26][CH:25]=1)[CH:7]=2)=[C:19]1[C:14]([CH:15]=[CH:16][CH:17]=[CH:18]1)=[N:13]3.[C:30]1([C:64]2[CH:69]=[CH:68][CH:67]=[CH:66][CH:65]=2)[CH:35]=[CH:34][C:33]([N:36]([C:52]2[CH:57]=[CH:56][C:55](C3C=CC=CC=3)=[CH:54][CH:53]=2)C2C=CC(B3OC(C)(C)C(C)(C)O3)=CC=2)=[CH:32][CH:31]=1.C(=O)([O-])[O-].[K+].[K+]. (3) Given the product [C:1]([O:5][C:6](=[O:17])[NH:7][C:8]1([C:11]2[O:12][C:13]([S:19]([CH3:18])(=[O:21])=[O:20])=[CH:14][CH:15]=2)[CH2:10][CH2:9]1)([CH3:4])([CH3:3])[CH3:2], predict the reactants needed to synthesize it. The reactants are: [C:1]([O:5][C:6](=[O:17])[NH:7][C:8]1([C:11]2[O:12][C:13](I)=[CH:14][CH:15]=2)[CH2:10][CH2:9]1)([CH3:4])([CH3:3])[CH3:2].[CH3:18][S:19]([O-:21])=[O:20].[Na+].COC(=O)CCS([O-])=O.[Na+].